This data is from Catalyst prediction with 721,799 reactions and 888 catalyst types from USPTO. The task is: Predict which catalyst facilitates the given reaction. Reactant: [CH2:1]([N:4]([CH2:12][CH2:13][CH3:14])[C:5]1[CH:10]=[CH:9][N:8]=[C:7]([NH2:11])[CH:6]=1)[CH2:2][CH3:3].[C:15]1([CH3:26])[CH:20]=[C:19]([CH3:21])[CH:18]=[C:17]([CH3:22])[C:16]=1[N:23]=[C:24]=[S:25]. Product: [CH2:12]([N:4]([CH2:1][CH2:2][CH3:3])[C:5]1[CH:10]=[CH:9][N:8]=[C:7]([NH:11][C:24]([NH:23][C:16]2[C:15]([CH3:26])=[CH:20][C:19]([CH3:21])=[CH:18][C:17]=2[CH3:22])=[S:25])[CH:6]=1)[CH2:13][CH3:14]. The catalyst class is: 24.